Dataset: Forward reaction prediction with 1.9M reactions from USPTO patents (1976-2016). Task: Predict the product of the given reaction. (1) The product is: [CH2:1]([CH:3]([CH2:19][CH2:20][CH2:21][CH3:22])[CH2:4][O:5][CH2:6][CH2:7][CH2:8][NH:9][C:10]1[CH:11]=[CH:12][C:13]([NH2:16])=[CH:14][CH:15]=1)[CH3:2]. Given the reactants [CH2:1]([CH:3]([CH2:19][CH2:20][CH2:21][CH3:22])[CH2:4][O:5][CH2:6][CH2:7][CH2:8][NH:9][C:10]1[CH:15]=[CH:14][C:13]([N+:16]([O-])=O)=[CH:12][CH:11]=1)[CH3:2], predict the reaction product. (2) Given the reactants [Cl:1][C:2]1[CH:7]=[CH:6][C:5]([C:8]2[S:9][C:10]([CH2:25][CH3:26])=[C:11]([CH:13]3[C:21](=[O:22])[CH:20]4[CH:15]([CH:16]5[O:23][CH:19]4[CH2:18][CH2:17]5)[C:14]3=[O:24])[N:12]=2)=[CH:4][CH:3]=1.C(N(CC)CC)C.[CH:34]1([C:37](Cl)=[O:38])[CH2:36][CH2:35]1, predict the reaction product. The product is: [Cl:1][C:2]1[CH:7]=[CH:6][C:5]([C:8]2[S:9][C:10]([CH2:25][CH3:26])=[C:11]([C:13]3[C:14](=[O:24])[CH:15]4[CH:20]([CH:19]5[O:23][CH:16]4[CH2:17][CH2:18]5)[C:21]=3[O:22][C:37]([CH:34]3[CH2:36][CH2:35]3)=[O:38])[N:12]=2)=[CH:4][CH:3]=1. (3) The product is: [Cl:33][C:27]1[C:26]([CH3:34])=[C:25]([NH:24][C@@H:10]([C:11]2[O:12][C:13]([C:16]3[CH:17]=[CH:18][C:19]([C:22]#[N:23])=[CH:20][CH:21]=3)=[N:14][N:15]=2)[C@H:9]([OH:8])[C:35]([F:36])([F:37])[F:38])[CH:32]=[CH:31][C:28]=1[C:29]#[N:30]. Given the reactants C([O:8][C@H:9]([C:35]([F:38])([F:37])[F:36])[C@@H:10]([NH:24][C:25]1[CH:32]=[CH:31][C:28]([C:29]#[N:30])=[C:27]([Cl:33])[C:26]=1[CH3:34])[C:11]1[O:12][C:13]([C:16]2[CH:21]=[CH:20][C:19]([C:22]#[N:23])=[CH:18][CH:17]=2)=[N:14][N:15]=1)C1C=CC=CC=1.B(Br)(Br)Br, predict the reaction product. (4) The product is: [O:10]=[S:11]1(=[O:36])[CH:16]=[CH:15][CH:14]([C:17]2[CH:22]=[CH:21][C:20]([N:23]3[CH2:27][C@H:26]([CH2:28][NH:29][C:30](=[O:34])[CH2:31][CH3:1])[O:25][C:24]3=[O:35])=[CH:19][CH:18]=2)[CH2:13][CH2:12]1. Given the reactants [C:1](OC(=O)CC)(=O)CC.[O:10]=[S:11]1(=[O:36])[CH:16]=[CH:15][CH:14]([C:17]2[CH:22]=[CH:21][C:20]([N:23]3[CH2:27][C@H:26]([CH2:28][NH:29][C:30](=[O:34])[CH:31](F)F)[O:25][C:24]3=[O:35])=[CH:19][CH:18]=2)[CH2:13][CH2:12]1, predict the reaction product. (5) The product is: [CH3:1][O:2][C:3]([CH:5]1[CH2:10][N:9]([S:53]([C:51]2[S:50][C:49]3[CH:57]=[C:45]([Cl:44])[CH:46]=[CH:47][C:48]=3[CH:52]=2)(=[O:55])=[O:54])[CH2:8][C:7](=[O:11])[N:6]1[CH2:12][C:13]1[CH:18]=[CH:17][C:16]([C:19]#[N:20])=[C:15]([N:21]=[C:22]([C:23]2[CH:24]=[CH:25][CH:26]=[CH:27][CH:28]=2)[C:29]2[CH:34]=[CH:33][CH:32]=[CH:31][CH:30]=2)[CH:14]=1)=[O:4]. Given the reactants [CH3:1][O:2][C:3]([CH:5]1[CH2:10][NH:9][CH2:8][C:7](=[O:11])[N:6]1[CH2:12][C:13]1[CH:18]=[CH:17][C:16]([C:19]#[N:20])=[C:15]([N:21]=[C:22]([C:29]2[CH:34]=[CH:33][CH:32]=[CH:31][CH:30]=2)[C:23]2[CH:28]=[CH:27][CH:26]=[CH:25][CH:24]=2)[CH:14]=1)=[O:4].CCN(C(C)C)C(C)C.[Cl:44][C:45]1[CH:46]=[CH:47][C:48]2[CH:52]=[C:51]([S:53](Cl)(=[O:55])=[O:54])[S:50][C:49]=2[CH:57]=1, predict the reaction product. (6) The product is: [Cl:16][C:11]1[CH:12]=[CH:13][CH:14]=[CH:15][C:10]=1[C@@H:8]([NH:7][C:5]1[S:6][C:2]([C:19]2[CH:26]=[CH:25][C:22]([C:23]#[N:24])=[CH:21][CH:20]=2)([CH3:1])[C:3](=[O:17])[N:4]=1)[CH3:9]. Given the reactants [CH3:1][CH:2]1[S:6][C:5]([NH:7][C@H:8]([C:10]2[CH:15]=[CH:14][CH:13]=[CH:12][C:11]=2[Cl:16])[CH3:9])=[N:4][C:3]1=[O:17].Br[C:19]1[CH:26]=[CH:25][C:22]([C:23]#[N:24])=[CH:21][CH:20]=1.CC1(C2C=CC(C#N)=CC=2)SC(N[C@H](C2C=CC=CC=2C(F)(F)F)C)=NC1=O, predict the reaction product. (7) Given the reactants C1(C)C=CC(S(O[CH2:11][F:12])(=O)=O)=CC=1.[OH:14][C:15]1[CH:16]=[CH:17][C:18]([C:21]([O:23][CH3:24])=[O:22])=[N:19][CH:20]=1.C(=O)([O-])[O-].[Cs+].[Cs+].[Cl-].[NH4+], predict the reaction product. The product is: [F:12][CH2:11][O:14][C:15]1[CH:16]=[CH:17][C:18]([C:21]([O:23][CH3:24])=[O:22])=[N:19][CH:20]=1. (8) Given the reactants ClC(Cl)C.[NH2:5][CH2:6][C@@H:7]1[C@@H:11]([C:12]2[CH:17]=[CH:16][CH:15]=[CH:14][CH:13]=2)[CH2:10][N:9]([C:18]([O:20][C:21]2[CH:26]=[CH:25][C:24]([C:27]([O:29][CH3:30])=[O:28])=[CH:23][CH:22]=2)=[O:19])[CH2:8]1.[C:31]([C:34]1[C:38]2[CH:39]=[CH:40][CH:41]=[CH:42][C:37]=2[S:36][CH:35]=1)(=O)[CH3:32].[BH4-].[Na+], predict the reaction product. The product is: [S:36]1[C:37]2[CH:42]=[CH:41][CH:40]=[CH:39][C:38]=2[C:34]([CH:31]([NH:5][CH2:6][C@@H:7]2[C@@H:11]([C:12]3[CH:13]=[CH:14][CH:15]=[CH:16][CH:17]=3)[CH2:10][N:9]([C:18]([O:20][C:21]3[CH:22]=[CH:23][C:24]([C:27]([O:29][CH3:30])=[O:28])=[CH:25][CH:26]=3)=[O:19])[CH2:8]2)[CH3:32])=[CH:35]1. (9) The product is: [Br:1][C:2]1[S:14][C:5]2=[N:6][C:7]([Cl:13])=[C:8]([C@H:10]([OH:12])[CH3:11])[CH:9]=[C:4]2[CH:3]=1. Given the reactants [Br:1][C:2]1[S:14][C:5]2=[N:6][C:7]([Cl:13])=[C:8]([C:10](=[O:12])[CH3:11])[CH:9]=[C:4]2[CH:3]=1, predict the reaction product.